This data is from Full USPTO retrosynthesis dataset with 1.9M reactions from patents (1976-2016). The task is: Predict the reactants needed to synthesize the given product. Given the product [C:1]1([N:7]([C:16]2[CH:21]=[CH:20][CH:19]=[CH:18][CH:17]=2)[C:8]2[CH:15]=[CH:14][C:11]([C:12]3[N:22]=[N:23][NH:24][N:13]=3)=[CH:10][CH:9]=2)[CH:6]=[CH:5][CH:4]=[CH:3][CH:2]=1, predict the reactants needed to synthesize it. The reactants are: [C:1]1([N:7]([C:16]2[CH:21]=[CH:20][CH:19]=[CH:18][CH:17]=2)[C:8]2[CH:15]=[CH:14][C:11]([C:12]#[N:13])=[CH:10][CH:9]=2)[CH:6]=[CH:5][CH:4]=[CH:3][CH:2]=1.[N-:22]=[N+:23]=[N-:24].[Na+].[Cl-].[NH4+].